This data is from Forward reaction prediction with 1.9M reactions from USPTO patents (1976-2016). The task is: Predict the product of the given reaction. (1) Given the reactants [NH2:1][N:2]1[C:7](=[O:8])[C:6]([C:9]2[NH:14][C:13]3[CH:15]=[CH:16][CH:17]=[CH:18][C:12]=3[S:11](=[O:20])(=[O:19])[N:10]=2)=[C:5]([OH:21])[C:4]2[S:22][CH:23]=[CH:24][C:3]1=2.[CH:25](=O)[CH2:26][CH3:27], predict the reaction product. The product is: [O:19]=[S:11]1(=[O:20])[C:12]2[CH:18]=[CH:17][CH:16]=[CH:15][C:13]=2[NH:14][C:9]([C:6]2[C:7](=[O:8])[N:2]([N:1]=[CH:25][CH2:26][CH3:27])[C:3]3[CH:24]=[CH:23][S:22][C:4]=3[C:5]=2[OH:21])=[N:10]1. (2) Given the reactants [CH3:1][O:2][C:3]1[C:8]2[N:9]=[C:10]([NH2:12])[S:11][C:7]=2[C:6]([C:13]2[N:14]=[C:15]([N:18]3[CH2:23][CH2:22][O:21][CH2:20][CH2:19]3)[S:16][CH:17]=2)=[CH:5][CH:4]=1.C(N(CC)CC)C.[Cl:31][CH2:32][C:33]1[CH:41]=[CH:40][C:36]([C:37](Cl)=[O:38])=[CH:35][CH:34]=1.C([O-])(O)=O.[Na+], predict the reaction product. The product is: [Cl:31][CH2:32][C:33]1[CH:41]=[CH:40][C:36]([C:37]([NH:12][C:10]2[S:11][C:7]3[C:6]([C:13]4[N:14]=[C:15]([N:18]5[CH2:23][CH2:22][O:21][CH2:20][CH2:19]5)[S:16][CH:17]=4)=[CH:5][CH:4]=[C:3]([O:2][CH3:1])[C:8]=3[N:9]=2)=[O:38])=[CH:35][CH:34]=1. (3) Given the reactants [CH:1]1([N:8]2[C:12]3=[C:13]4[CH:19]=[CH:18][NH:17][C:14]4=[N:15][CH:16]=[C:11]3[C:10]([NH:20]C(=O)C(NCCOC)=O)=[N:9]2)[CH2:7][CH2:6][CH2:5][CH2:4][CH2:3][CH2:2]1.[OH-].[Na+], predict the reaction product. The product is: [CH:1]1([N:8]2[C:12]3=[C:13]4[CH:19]=[CH:18][NH:17][C:14]4=[N:15][CH:16]=[C:11]3[C:10]([NH2:20])=[N:9]2)[CH2:2][CH2:3][CH2:4][CH2:5][CH2:6][CH2:7]1. (4) Given the reactants C(OC(=O)[NH:7][C:8]1[CH:13]=[CH:12][C:11]([NH2:14])=[C:10]([N+:15]([O-])=O)[CH:9]=1)(C)(C)C.[S:19]1[CH:23]=[C:22]([C:24](O)=O)[N:21]=[CH:20]1.C(N(C(C)C)CC)(C)C.F[P-](F)(F)(F)(F)F.N1(O[P+](N2CCCC2)(N2CCCC2)N2CCCC2)C2C=CC=CC=2N=N1, predict the reaction product. The product is: [S:19]1[CH:23]=[C:22]([C:24]2[NH:15][C:10]3[CH:9]=[C:8]([NH2:7])[CH:13]=[CH:12][C:11]=3[N:14]=2)[N:21]=[CH:20]1. (5) Given the reactants [Cl:1][C:2]1[CH:7]=[CH:6][CH:5]=[CH:4][C:3]=1[C:8]1[C:9]([C:35]([O:37]C)=[O:36])=[CH:10][CH:11]=[C:12]([CH2:14][N:15]2[C:19](=[O:20])[N:18]([CH2:21][C@H:22]([OH:27])[C:23]([F:26])([F:25])[F:24])[C:17]([C:28]3[CH:33]=[CH:32][C:31]([Cl:34])=[CH:30][CH:29]=3)=[N:16]2)[CH:13]=1.[OH-].[Na+], predict the reaction product. The product is: [Cl:1][C:2]1[CH:7]=[CH:6][CH:5]=[CH:4][C:3]=1[C:8]1[C:9]([C:35]([OH:37])=[O:36])=[CH:10][CH:11]=[C:12]([CH2:14][N:15]2[C:19](=[O:20])[N:18]([CH2:21][C@H:22]([OH:27])[C:23]([F:24])([F:25])[F:26])[C:17]([C:28]3[CH:29]=[CH:30][C:31]([Cl:34])=[CH:32][CH:33]=3)=[N:16]2)[CH:13]=1. (6) Given the reactants FC(F)(F)C(O)=O.O=C1C2C(=CC=CC=2)C(=O)[N:10]1[CH2:19][C:20]1[S:24][C:23]([NH:25][C:26]2[CH:27]=[C:28]([CH:44]=[CH:45][CH:46]=2)[CH2:29][NH:30][C:31]2[C:40]3[C:35](=[C:36]([C:41]([NH2:43])=[O:42])[CH:37]=[CH:38][CH:39]=3)[N:34]=[CH:33][N:32]=2)=[N:22][CH:21]=1.O.NN, predict the reaction product. The product is: [NH2:10][CH2:19][C:20]1[S:24][C:23]([NH:25][C:26]2[CH:27]=[C:28]([CH:44]=[CH:45][CH:46]=2)[CH2:29][NH:30][C:31]2[C:40]3[C:35](=[C:36]([C:41]([NH2:43])=[O:42])[CH:37]=[CH:38][CH:39]=3)[N:34]=[CH:33][N:32]=2)=[N:22][CH:21]=1. (7) Given the reactants Br[C:2]1[N:7]=[C:6]([Cl:8])[C:5]([NH:9][C:10](=[O:13])[CH2:11][CH3:12])=[C:4]([CH3:14])[CH:3]=1.[CH3:15][C:16]([CH3:20])=[CH:17][Mg]Br, predict the reaction product. The product is: [Cl:8][C:6]1[C:5]([NH:9][C:10](=[O:13])[CH2:11][CH3:12])=[C:4]([CH3:14])[CH:3]=[C:2]([CH:15]=[C:16]([CH3:20])[CH3:17])[N:7]=1. (8) Given the reactants [C:1](Cl)(=[O:6])[C:2]([CH3:5])([CH3:4])[CH3:3].[Cl:8][C:9]1[CH:16]=[CH:15][C:12]([CH2:13][NH2:14])=[CH:11][C:10]=1[N+:17]([O-:19])=[O:18], predict the reaction product. The product is: [Cl:8][C:9]1[CH:16]=[CH:15][C:12]([CH2:13][NH:14][C:1](=[O:6])[C:2]([CH3:5])([CH3:4])[CH3:3])=[CH:11][C:10]=1[N+:17]([O-:19])=[O:18].